Dataset: TCR-epitope binding with 47,182 pairs between 192 epitopes and 23,139 TCRs. Task: Binary Classification. Given a T-cell receptor sequence (or CDR3 region) and an epitope sequence, predict whether binding occurs between them. Result: 1 (the TCR binds to the epitope). The TCR CDR3 sequence is CASAGGGSDSNQPQHF. The epitope is YVFCTVNAL.